Dataset: NCI-60 drug combinations with 297,098 pairs across 59 cell lines. Task: Regression. Given two drug SMILES strings and cell line genomic features, predict the synergy score measuring deviation from expected non-interaction effect. (1) Drug 1: C1=CC(=CC=C1CC(C(=O)O)N)N(CCCl)CCCl.Cl. Drug 2: CC(C1=C(C=CC(=C1Cl)F)Cl)OC2=C(N=CC(=C2)C3=CN(N=C3)C4CCNCC4)N. Cell line: K-562. Synergy scores: CSS=31.0, Synergy_ZIP=-2.69, Synergy_Bliss=-3.26, Synergy_Loewe=-25.7, Synergy_HSA=-6.06. (2) Cell line: A498. Synergy scores: CSS=26.6, Synergy_ZIP=3.69, Synergy_Bliss=5.79, Synergy_Loewe=-9.00, Synergy_HSA=3.26. Drug 1: C1=CC(=CC=C1CCC2=CNC3=C2C(=O)NC(=N3)N)C(=O)NC(CCC(=O)O)C(=O)O. Drug 2: COC1=C2C(=CC3=C1OC=C3)C=CC(=O)O2.